Dataset: Reaction yield outcomes from USPTO patents with 853,638 reactions. Task: Predict the reaction yield, written as a fraction of the theoretical maximum amount of product (1.0 means a 100% yield; for example, 0.34 means a 34% yield). The reactants are [C:1]1([C:7]2[S:11][C:10]([C:12]3[CH:13]=[C:14]4[C:18](=[CH:19][CH:20]=3)[N:17]([S:21]([C:24]3[CH:30]=[CH:29][C:27]([CH3:28])=[CH:26][CH:25]=3)(=[O:23])=[O:22])[CH:16]=[C:15]4B(O)O)=[N:9][N:8]=2)[CH:6]=[CH:5][CH:4]=[CH:3][CH:2]=1.Br[C:35]1[CH:40]=[N:39][CH:38]=[C:37]([CH:41]2[CH2:43][CH2:42]2)[N:36]=1.P([O-])([O-])([O-])=O.[K+].[K+].[K+]. The catalyst is C1C=CC(/C=C/C(/C=C/C2C=CC=CC=2)=O)=CC=1.C1C=CC(/C=C/C(/C=C/C2C=CC=CC=2)=O)=CC=1.C1C=CC(/C=C/C(/C=C/C2C=CC=CC=2)=O)=CC=1.[Pd].[Pd].C1(P(C2CCCCC2)C2C=CC=CC=2C2C(C(C)C)=CC(C(C)C)=CC=2C(C)C)CCCCC1. The product is [CH:41]1([C:37]2[N:36]=[C:35]([C:15]3[C:14]4[C:18](=[CH:19][CH:20]=[C:12]([C:10]5[S:11][C:7]([C:1]6[CH:6]=[CH:5][CH:4]=[CH:3][CH:2]=6)=[N:8][N:9]=5)[CH:13]=4)[N:17]([S:21]([C:24]4[CH:30]=[CH:29][C:27]([CH3:28])=[CH:26][CH:25]=4)(=[O:23])=[O:22])[CH:16]=3)[CH:40]=[N:39][CH:38]=2)[CH2:43][CH2:42]1. The yield is 0.670.